Predict the reactants needed to synthesize the given product. From a dataset of Full USPTO retrosynthesis dataset with 1.9M reactions from patents (1976-2016). (1) Given the product [N:1]1[N:5]2[CH2:6][CH2:7][CH2:8][NH:9][C:4]2=[C:3]([CH2:10][CH2:11][C:12]([OH:14])=[O:13])[CH:2]=1, predict the reactants needed to synthesize it. The reactants are: [N:1]1[N:5]2[CH2:6][CH2:7][CH2:8][NH:9][C:4]2=[C:3]([CH2:10][CH2:11][C:12]([O:14]CC)=[O:13])[CH:2]=1.Cl. (2) Given the product [Cl:10][C:11]1[C:16]([Cl:17])=[CH:15][CH:14]=[CH:13][C:12]=1[N:18]=[C:19]1[N:6]([CH2:5][CH:2]2[CH2:3][CH2:4]2)[CH2:7][CH2:8][S:20]1, predict the reactants needed to synthesize it. The reactants are: [Cl-].[CH:2]1([CH2:5][NH2+:6][CH2:7][CH2:8]Cl)[CH2:4][CH2:3]1.[Cl:10][C:11]1[C:16]([Cl:17])=[CH:15][CH:14]=[CH:13][C:12]=1[N:18]=[C:19]=[S:20]. (3) Given the product [CH3:28][C:21]([O:20][C:19]1[CH:18]=[CH:17][C:16]([O:14][CH2:13][C:3]2[N:4]=[C:5]([C:7]3[CH:12]=[CH:11][CH:10]=[CH:9][CH:8]=3)[O:6][C:2]=2[CH3:1])=[CH:30][CH:29]=1)([CH3:27])[C:22]([O:24][CH2:25][CH3:26])=[O:23], predict the reactants needed to synthesize it. The reactants are: [CH3:1][C:2]1[O:6][C:5]([C:7]2[CH:12]=[CH:11][CH:10]=[CH:9][CH:8]=2)=[N:4][C:3]=1[CH2:13][OH:14].O[C:16]1[CH:30]=[CH:29][C:19]([O:20][C:21]([CH3:28])([CH3:27])[C:22]([O:24][CH2:25][CH3:26])=[O:23])=[CH:18][CH:17]=1. (4) Given the product [Cl:1][C:2]1[CH:10]=[C:9]2[C:5](/[C:6](=[CH:18]/[C:16]3[O:17][C:13]([Cl:12])=[CH:14][CH:15]=3)/[C:7](=[O:11])[NH:8]2)=[CH:4][CH:3]=1, predict the reactants needed to synthesize it. The reactants are: [Cl:1][C:2]1[CH:10]=[C:9]2[C:5]([CH2:6][C:7](=[O:11])[NH:8]2)=[CH:4][CH:3]=1.[Cl:12][C:13]1[O:17][C:16]([CH:18]=O)=[CH:15][CH:14]=1.N1CCCCC1.